From a dataset of Catalyst prediction with 721,799 reactions and 888 catalyst types from USPTO. Predict which catalyst facilitates the given reaction. (1) Product: [F:1][C:2]1[CH:7]=[C:6]([I:8])[CH:5]=[CH:4][C:3]=1[NH:9][C:10]1[C:11]([C:19]([NH:49][O:48][CH2:47][CH2:46][O:45][CH:43]=[CH2:44])=[O:21])=[N:12][N:13]([CH3:18])[C:14](=[O:17])[C:15]=1[CH3:16]. The catalyst class is: 31. Reactant: [F:1][C:2]1[CH:7]=[C:6]([I:8])[CH:5]=[CH:4][C:3]=1[NH:9][C:10]1[C:11]([C:19]([OH:21])=O)=[N:12][N:13]([CH3:18])[C:14](=[O:17])[C:15]=1[CH3:16].C1C=CC2N(O)N=NC=2C=1.CCN=C=NCCCN(C)C.[CH:43]([O:45][CH2:46][CH2:47][O:48][NH2:49])=[CH2:44]. (2) Reactant: [CH3:1][C:2]1[CH:7]=[CH:6][C:5]([NH:8][S:9]([C:12]2[CH:13]=[CH:14][CH:15]=[C:16]3[C:21]=2[NH:20][CH2:19][CH2:18][CH2:17]3)(=[O:11])=[O:10])=[CH:4][C:3]=1[NH:22][C:23]([CH2:25][C:26]1[CH:33]=[CH:32][C:29]([C:30]#[N:31])=[CH:28][CH:27]=1)=[O:24].Cl.C(=O)([O-])[O-].[NH4+:39].[NH4+]. Product: [CH3:1][C:2]1[CH:7]=[CH:6][C:5]([NH:8][S:9]([C:12]2[CH:13]=[CH:14][CH:15]=[C:16]3[C:21]=2[NH:20][CH2:19][CH2:18][CH2:17]3)(=[O:11])=[O:10])=[CH:4][C:3]=1[NH:22][C:23]([CH2:25][C:26]1[CH:33]=[CH:32][C:29]([C:30]([NH2:39])=[NH:31])=[CH:28][CH:27]=1)=[O:24]. The catalyst class is: 8.